Predict the product of the given reaction. From a dataset of Forward reaction prediction with 1.9M reactions from USPTO patents (1976-2016). (1) Given the reactants [F:1][C:2]1[CH:3]=[C:4]([CH:16]=[CH:17][C:18]=1[F:19])[CH2:5][NH:6][CH2:7][C:8]1[CH:13]=[CH:12][C:11]([O:14][CH3:15])=[CH:10][CH:9]=1.Cl[S:21]([C:24]1[CH:33]=[CH:32][C:27]([C:28]([O:30]C)=[O:29])=[CH:26][CH:25]=1)(=[O:23])=[O:22], predict the reaction product. The product is: [F:1][C:2]1[CH:3]=[C:4]([CH:16]=[CH:17][C:18]=1[F:19])[CH2:5][N:6]([CH2:7][C:8]1[CH:9]=[CH:10][C:11]([O:14][CH3:15])=[CH:12][CH:13]=1)[S:21]([C:24]1[CH:25]=[CH:26][C:27]([C:28]([OH:30])=[O:29])=[CH:32][CH:33]=1)(=[O:23])=[O:22]. (2) Given the reactants O=P12OP3(OP(OP(O3)(O1)=O)(=O)O2)=O.FC(F)(F)C(O)=O.C(OC([C:29]1[CH:33]=[CH:32][S:31][C:30]=1[N:34]([CH:36]=[C:37]([C:43]([O:45]CC)=O)[C:38]([O:40][CH2:41][CH3:42])=[O:39])[CH3:35])=O)(C)(C)C, predict the reaction product. The product is: [CH3:35][N:34]1[CH:36]=[C:37]([C:38]([O:40][CH2:41][CH3:42])=[O:39])[C:43](=[O:45])[C:29]2[CH:33]=[CH:32][S:31][C:30]1=2. (3) Given the reactants [OH-].[Na+].[SH:3][C:4]1[CH:12]=[CH:11][C:7]([C:8]([OH:10])=[O:9])=[CH:6][CH:5]=1.C(=O)([O-])[O-].[K+].[K+].Cl[CH2:20][C:21]#[N:22], predict the reaction product. The product is: [C:21]([CH2:20][S:3][C:4]1[CH:12]=[CH:11][C:7]([C:8]([OH:10])=[O:9])=[CH:6][CH:5]=1)#[N:22]. (4) Given the reactants [NH2:1][C:2]1[CH:3]=[CH:4][C:5]([C:8]([OH:10])=[O:9])=[N:6][CH:7]=1.S(=O)(=O)(O)O.[CH3:16]O, predict the reaction product. The product is: [NH2:1][C:2]1[CH:3]=[CH:4][C:5]([C:8]([O:10][CH3:16])=[O:9])=[N:6][CH:7]=1. (5) Given the reactants [CH:1]([C:3]1[C:11]2[C:6](=[N:7][C:8]([C:19]3[CH:24]=[CH:23][C:22]([CH3:25])=[CH:21][CH:20]=3)=[C:9]([C:12]3[CH:17]=[CH:16][C:15]([CH3:18])=[CH:14][CH:13]=3)[N:10]=2)[N:5]([CH2:26][CH2:27][CH2:28][CH2:29][CH2:30][CH2:31][C:32]([O:34]CC)=[O:33])[CH:4]=1)=[O:2].C1(C2N(CCCCCCC(O)=O)C3=NC(C4C=CC(C)=CC=4)=C(C4C=CC(C)=CC=4)N=C3C=2)CC1, predict the reaction product. The product is: [CH:1]([C:3]1[C:11]2[C:6](=[N:7][C:8]([C:19]3[CH:24]=[CH:23][C:22]([CH3:25])=[CH:21][CH:20]=3)=[C:9]([C:12]3[CH:13]=[CH:14][C:15]([CH3:18])=[CH:16][CH:17]=3)[N:10]=2)[N:5]([CH2:26][CH2:27][CH2:28][CH2:29][CH2:30][CH2:31][C:32]([OH:34])=[O:33])[CH:4]=1)=[O:2]. (6) Given the reactants C(O[C:5](=[O:7])[CH3:6])(=O)C.[Cl:8][C:9]1[C:18]2[CH2:17][NH:16][CH2:15][CH2:14][C:13]=2[N:12]=[C:11]2[CH:19]=[CH:20][CH:21]=[CH:22][C:10]=12.O, predict the reaction product. The product is: [Cl:8][C:9]1[C:18]2[CH2:17][N:16]([C:5](=[O:7])[CH3:6])[CH2:15][CH2:14][C:13]=2[N:12]=[C:11]2[CH:19]=[CH:20][CH:21]=[CH:22][C:10]=12.